From a dataset of Full USPTO retrosynthesis dataset with 1.9M reactions from patents (1976-2016). Predict the reactants needed to synthesize the given product. (1) Given the product [N:12]1([C:11]2[C:6]([CH:4]3[CH2:5][N:2]([C:19]4[CH:28]=[CH:27][C:26]5[C:21](=[CH:22][CH:23]=[CH:24][CH:25]=5)[N:20]=4)[CH2:3]3)=[N:7][CH:8]=[CH:9][N:10]=2)[CH2:13][CH2:14][CH2:15][CH2:16][CH2:17]1, predict the reactants needed to synthesize it. The reactants are: Cl.[NH:2]1[CH2:5][CH:4]([C:6]2[C:11]([N:12]3[CH2:17][CH2:16][CH2:15][CH2:14][CH2:13]3)=[N:10][CH:9]=[CH:8][N:7]=2)[CH2:3]1.Cl[C:19]1[CH:28]=[CH:27][C:26]2[C:21](=[CH:22][CH:23]=[CH:24][CH:25]=2)[N:20]=1.C([O-])([O-])=O.[Cs+].[Cs+]. (2) The reactants are: [C:1]([O:5][C:6](=[O:16])[NH:7][C:8]1[CH:13]=[CH:12][C:11]([CH2:14][OH:15])=[CH:10][CH:9]=1)([CH3:4])([CH3:3])[CH3:2].O[C:18]1[CH:23]=[CH:22][CH:21]=[CH:20][N:19]=1.C1(P(C2C=CC=CC=2)C2C=CC=CC=2)C=CC=CC=1.N(C(OC(C)C)=O)=NC(OC(C)C)=O. Given the product [C:1]([O:5][C:6](=[O:16])[NH:7][C:8]1[CH:9]=[CH:10][C:11]([CH2:14][O:15][C:18]2[CH:23]=[CH:22][CH:21]=[CH:20][N:19]=2)=[CH:12][CH:13]=1)([CH3:4])([CH3:2])[CH3:3], predict the reactants needed to synthesize it. (3) Given the product [F:1][C:2]1[CH:3]=[C:4]([N:14]2[CH2:18][CH2:17][N:16]([C:19]3[CH:20]=[N:21][CH:22]=[CH:23][C:24]=3[CH3:25])[C:15]2=[O:26])[CH:5]=[CH:6][C:7]=1[C:8](=[O:13])[C:9]([F:12])([F:10])[F:11], predict the reactants needed to synthesize it. The reactants are: [F:1][C:2]1[CH:3]=[C:4]([N:14]2[CH2:18][CH2:17][N:16]([C:19]3[CH:20]=[N:21][CH:22]=[CH:23][C:24]=3[CH3:25])[C:15]2=[O:26])[CH:5]=[CH:6][C:7]=1[CH:8]([OH:13])[C:9]([F:12])([F:11])[F:10].CO. (4) Given the product [Cl:1][C:2]1[CH:3]=[CH:4][C:5]([C:8]2[N:9]=[C:10]3[CH:15]=[CH:14][CH:13]=[CH:12][N:11]3[C:16]=2[CH2:17][N:18]2[CH2:22][C:21]([N:55]3[CH2:60][CH2:59][CH:58]([OH:61])[CH2:57][CH2:56]3)=[CH:20][C:19]2=[O:29])=[CH:6][CH:7]=1, predict the reactants needed to synthesize it. The reactants are: [Cl:1][C:2]1[CH:7]=[CH:6][C:5]([C:8]2[N:9]=[C:10]3[CH:15]=[CH:14][CH:13]=[CH:12][N:11]3[C:16]=2[CH2:17][N:18]2[CH2:22][C:21](NCCN(C)C)=[CH:20][C:19]2=[O:29])=[CH:4][CH:3]=1.ClC1C=CC(C2N=C3C=CC=CN3C=2CN2CC(OC)=CC2=O)=CC=1.[NH:55]1[CH2:60][CH2:59][CH:58]([OH:61])[CH2:57][CH2:56]1.